From a dataset of Forward reaction prediction with 1.9M reactions from USPTO patents (1976-2016). Predict the product of the given reaction. (1) Given the reactants [C:1]([C:5]1[CH:12]=[C:11]([C:13]([CH3:16])([CH3:15])[CH3:14])[CH:10]=[C:9]([OH:17])[C:6]=1[CH:7]=O)([CH3:4])([CH3:3])[CH3:2].[CH3:18][NH2:19].C(O[BH-](OC(=O)C)OC(=O)C)(=O)C.[Na+].C([O-])(O)=O.[Na+], predict the reaction product. The product is: [C:1]([C:5]1[C:6]([CH2:7][NH:19][CH3:18])=[C:9]([OH:17])[CH:10]=[C:11]([C:13]([CH3:16])([CH3:15])[CH3:14])[CH:12]=1)([CH3:4])([CH3:3])[CH3:2]. (2) Given the reactants [NH2:1][C:2]1[CH:7]=[CH:6][N:5]([CH2:8][CH2:9][CH2:10][CH2:11][N:12]2[CH:16]=[C:15]([C:17]([NH:19][CH2:20][C:21]3[CH:26]=[CH:25][CH:24]=[C:23]([O:27][C:28]([F:31])([F:30])[F:29])[CH:22]=3)=[O:18])[N:14]=[N:13]2)[C:4](=[O:32])[CH:3]=1.CCN(C(C)C)C(C)C.[CH3:42][CH:43]([CH3:48])[CH2:44][C:45](Cl)=[O:46].[OH-].[Na+], predict the reaction product. The product is: [CH3:42][CH:43]([CH3:48])[CH2:44][C:45]([NH:1][C:2]1[CH:7]=[CH:6][N:5]([CH2:8][CH2:9][CH2:10][CH2:11][N:12]2[CH:16]=[C:15]([C:17]([NH:19][CH2:20][C:21]3[CH:26]=[CH:25][CH:24]=[C:23]([O:27][C:28]([F:30])([F:31])[F:29])[CH:22]=3)=[O:18])[N:14]=[N:13]2)[C:4](=[O:32])[CH:3]=1)=[O:46]. (3) Given the reactants Br[C:2]1[C:3]2[CH:14]=[CH:13][CH:12]=[CH:11][C:4]=2[S:5][C:6]=1[C:7]([O:9][CH3:10])=[O:8].C[N:16](C1CCCCC1)[CH:17]1CCC[CH2:19][CH2:18]1.C(P(C(C)(C)C)C(C)(C)C)(C)(C)C.C(#N)C=C, predict the reaction product. The product is: [C:17](/[CH:18]=[CH:19]/[C:2]1[C:3]2[CH:14]=[CH:13][CH:12]=[CH:11][C:4]=2[S:5][C:6]=1[C:7]([O:9][CH3:10])=[O:8])#[N:16].